Predict the reaction yield, written as a fraction of the theoretical maximum amount of product (1.0 means a 100% yield; for example, 0.34 means a 34% yield). From a dataset of Reaction yield outcomes from USPTO patents with 853,638 reactions. The reactants are [CH3:1][C:2]1[N:6]([C:7]2[C:15]3[O:14][CH2:13][CH:12]([N:16](C(=O)C(F)(F)F)[C:17]4[CH:30]=[CH:29][C:20]5[C@H:21]([CH2:24][C:25]([O:27]C)=[O:26])[CH2:22][O:23][C:19]=5[CH:18]=4)[C:11]=3[CH:10]=[CH:9][CH:8]=2)[C:5]2[CH:37]=[CH:38][C:39]([CH3:41])=[CH:40][C:4]=2[N:3]=1.[OH-].[Na+]. The catalyst is CO.O1CCCC1. The product is [CH3:1][C:2]1[N:6]([C:7]2[C:15]3[O:14][CH2:13][CH:12]([NH:16][C:17]4[CH:30]=[CH:29][C:20]5[C@H:21]([CH2:24][C:25]([OH:27])=[O:26])[CH2:22][O:23][C:19]=5[CH:18]=4)[C:11]=3[CH:10]=[CH:9][CH:8]=2)[C:5]2[CH:37]=[CH:38][C:39]([CH3:41])=[CH:40][C:4]=2[N:3]=1. The yield is 0.690.